This data is from Reaction yield outcomes from USPTO patents with 853,638 reactions. The task is: Predict the reaction yield, written as a fraction of the theoretical maximum amount of product (1.0 means a 100% yield; for example, 0.34 means a 34% yield). (1) The yield is 0.780. The reactants are C([O:3][C:4](=[O:38])[CH2:5][CH2:6][NH:7][C:8]([C:10]1[N:15]=[CH:14][C:13]([NH:16][CH:17]([C:22]2[CH:27]=[CH:26][C:25]([C:28]3[CH:33]=[CH:32][C:31]([C:34]([F:37])([F:36])[F:35])=[CH:30][CH:29]=3)=[CH:24][CH:23]=2)[CH2:18][CH:19]([CH3:21])[CH3:20])=[CH:12][N:11]=1)=[O:9])C.FC(F)(F)C1C=CC(C2N=CC(NC(C3C=CC(C(NCCC(O)=O)=O)=CC=3)CCC)=CN=2)=CC=1.[OH-].[Na+].Cl. The catalyst is O1CCCC1.CO. The product is [CH3:20][CH:19]([CH3:21])[CH2:18][CH:17]([NH:16][C:13]1[CH:12]=[N:11][C:10]([C:8]([NH:7][CH2:6][CH2:5][C:4]([OH:38])=[O:3])=[O:9])=[N:15][CH:14]=1)[C:22]1[CH:27]=[CH:26][C:25]([C:28]2[CH:29]=[CH:30][C:31]([C:34]([F:36])([F:35])[F:37])=[CH:32][CH:33]=2)=[CH:24][CH:23]=1. (2) The reactants are CCN(C(C)C)C(C)C.Cl.[NH2:11][C@@H:12]([CH:20]([CH3:22])[CH3:21])[C:13]([O:15][C:16]([CH3:19])([CH3:18])[CH3:17])=[O:14].Cl[C:24]([O:26][CH3:27])=[O:25]. The catalyst is C1COCC1. The product is [CH3:27][O:26][C:24]([NH:11][C@@H:12]([CH:20]([CH3:22])[CH3:21])[C:13]([O:15][C:16]([CH3:17])([CH3:19])[CH3:18])=[O:14])=[O:25]. The yield is 0.990. (3) The reactants are [CH3:1][N:2]1[CH:6]=[CH:5][C:4]([C:7]2[S:8][C:9]([CH:12](O)[CH2:13][CH3:14])=[CH:10][N:11]=2)=[N:3]1.[CH:16]1[N:20]=[CH:19][N:18](C([N:18]2[CH:19]=[N:20][CH:16]=[CH:17]2)=O)[CH:17]=1.CO.C(Cl)Cl. The catalyst is C(#N)C. The product is [N:18]1([CH:12]([C:9]2[S:8][C:7]([C:4]3[CH:5]=[CH:6][N:2]([CH3:1])[N:3]=3)=[N:11][CH:10]=2)[CH2:13][CH3:14])[CH:17]=[CH:16][N:20]=[CH:19]1. The yield is 0.130. (4) The reactants are [OH-].[Li+].[CH3:3][O:4][C:5]1[CH:10]=[CH:9][C:8]([C:11]2[CH:16]=[CH:15][C:14]([C:17]([NH:19][C:20]3([C:27]([O:29]C)=[O:28])[CH2:26][CH2:25][CH2:24][CH2:23][CH2:22][CH2:21]3)=[O:18])=[C:13]([NH:31][C:32]([NH:34][C:35]3[C:40]([CH3:41])=[CH:39][C:38]([CH3:42])=[CH:37][C:36]=3[CH3:43])=[O:33])[CH:12]=2)=[CH:7][CH:6]=1.CO.O. The catalyst is C1COCC1. The product is [CH3:3][O:4][C:5]1[CH:10]=[CH:9][C:8]([C:11]2[CH:16]=[CH:15][C:14]([C:17]([NH:19][C:20]3([C:27]([OH:29])=[O:28])[CH2:21][CH2:22][CH2:23][CH2:24][CH2:25][CH2:26]3)=[O:18])=[C:13]([NH:31][C:32]([NH:34][C:35]3[C:40]([CH3:41])=[CH:39][C:38]([CH3:42])=[CH:37][C:36]=3[CH3:43])=[O:33])[CH:12]=2)=[CH:7][CH:6]=1. The yield is 0.890. (5) The reactants are [C:1](Cl)(Cl)=[O:2].[C:5]([O:9][C:10](N1CCC(CO)CC1)=[O:11])([CH3:8])([CH3:7])[CH3:6].[CH3:20][O:21][C:22]1[CH:37]=[CH:36][C:25]([C:26]([NH:28][C:29]2[C:30]([NH2:35])=[CH:31][CH:32]=[CH:33][CH:34]=2)=[O:27])=[CH:24][CH:23]=1.[N:38]1[CH:43]=[CH:42][CH:41]=[CH:40][CH:39]=1.[O:44]1CCC[CH2:45]1. The catalyst is C1(C)C=CC=CC=1.C(Cl)Cl.C(OCC)(=O)C.O. The product is [CH3:20][O:21][C:22]1[CH:23]=[CH:24][C:25]([C:26]([NH:28][C:29]2[C:30]([NH:35][C:45]([O:2][CH:1]([CH:41]3[CH2:42][CH2:43][NH:38][CH2:39][CH2:40]3)[C:10]([O:9][C:5]([CH3:6])([CH3:7])[CH3:8])=[O:11])=[O:44])=[CH:31][CH:32]=[CH:33][CH:34]=2)=[O:27])=[CH:36][CH:37]=1. The yield is 0.930. (6) The reactants are [C:1]([C:5]1[CH:23]=[C:8]2[N:9]=[C:10]([CH3:22])[C:11]([CH:14]([CH2:19][CH2:20][CH3:21])[C:15]([O:17][CH3:18])=[O:16])=[C:12](Cl)[N:7]2[N:6]=1)([CH3:4])([CH3:3])[CH3:2].[CH3:24][N:25]1[C:33]2[C:28](=[CH:29][CH:30]=[C:31](B3OC(C)(C)C(C)(C)O3)[CH:32]=2)[CH:27]=[CH:26]1.C(N(C(C)C)CC)(C)C. The catalyst is COCCOC.O. The product is [C:1]([C:5]1[CH:23]=[C:8]2[N:9]=[C:10]([CH3:22])[C:11]([CH:14]([CH2:19][CH2:20][CH3:21])[C:15]([O:17][CH3:18])=[O:16])=[C:12]([C:31]3[CH:32]=[C:33]4[C:28]([CH:27]=[CH:26][N:25]4[CH3:24])=[CH:29][CH:30]=3)[N:7]2[N:6]=1)([CH3:4])([CH3:3])[CH3:2]. The yield is 0.800.